From a dataset of Reaction yield outcomes from USPTO patents with 853,638 reactions. Predict the reaction yield, written as a fraction of the theoretical maximum amount of product (1.0 means a 100% yield; for example, 0.34 means a 34% yield). The reactants are [H-].[Na+].F[C:4]1[CH:9]=[CH:8][C:7]([N+:10]([O-:12])=[O:11])=[CH:6][CH:5]=1.[F:13][C:14]1[C:19]([F:20])=[CH:18][CH:17]=[CH:16][C:15]=1[OH:21]. The catalyst is CN(C)C=O.Cl[Cu]. The product is [F:20][C:19]1[CH:18]=[CH:17][CH:16]=[C:15]([O:21][C:4]2[CH:9]=[CH:8][C:7]([N+:10]([O-:12])=[O:11])=[CH:6][CH:5]=2)[C:14]=1[F:13]. The yield is 0.840.